From a dataset of Experimentally validated miRNA-target interactions with 360,000+ pairs, plus equal number of negative samples. Binary Classification. Given a miRNA mature sequence and a target amino acid sequence, predict their likelihood of interaction. (1) The miRNA is hsa-let-7f-5p with sequence UGAGGUAGUAGAUUGUAUAGUU. The protein sequence of the target gene is MSRIPLGKVLLRNVIRHTDAHNKIQEESDMWKIRELEKQMEDAYRGTKRKMLPSSSSRMRSDGFDEESQRYYWRPKNEISGTLEDDFLKAKSWNKKFYDYEANMPDRWGHSGYKELYPEEFETDSDQQDITNGKKTSPQVKSSTHESRKHKKSKKSHKKKQKKRSHKKQKKSKKEATDITADSSSEFSEETGASGTRKGKQPHKRKKKSRKKSLKKPALFLEAESNTSHSDDSASSSSEESEERDTKKTKRKKREKKAHTSVANNEIQERTNKRTNWKVATDERSAESSEDD. Result: 1 (interaction). (2) The miRNA is hsa-miR-650 with sequence AGGAGGCAGCGCUCUCAGGAC. The protein sequence of the target gene is MSGGGTETPVGCEAAPGGGSKKRDSLGTAGSAHLIIKDLGEIHSRLLDHRPVIQGETRYFVKEFEEKRGLREMRVLENLKNMIHETNEHTLPKCRDTMRDSLSQVLQRLQAANDSVCRLQQREQERKKIHSDHLVASEKQHMLQWDNFMKEQPNKRAEVDEEHRKAMERLKEQYAEMEKDLAKFSTF. Result: 1 (interaction). (3) The miRNA is hsa-miR-3150b-3p with sequence UGAGGAGAUCGUCGAGGUUGG. The protein sequence of the target gene is MDVHTRWKAPRPGAPLLSSPLLLLLLLLWAPPPSRAAQPTDLLEMLDFHNLPSGVTKTTGFCATRRSSKEPDVAYRVSKDAQLSMPTKQLYPESDFPEDFSILTTVKAKKGSQAFLVSVYNEQGIQQLGLELGRSPVFLYEDHTGKPGPEEYPLFPGINLSDGKWHRIAISVYKKNVTLILDCKKKITKFLNRGDHPIIDVNGIIMFGSRILDDEIFEGDIQQLLFVSDHRAAYDYCEHYSPDCDTAVPDTPQSQDPNPDEYYPEGEGETYYYEYPYYEDPEDPGKEPAPSQKPVEAARE.... Result: 0 (no interaction). (4) The miRNA is hsa-miR-3714 with sequence GAAGGCAGCAGUGCUCCCCUGU. The protein sequence of the target gene is MACSLQKLFAVEEEFEDEDFLSAVEDAENRFTGSLPVNAGRLRPVSSRPQETVQAQSSRLLLLHPTAPSEALGLPDLDLCLPASSTPSADSRPSCIGAAPLRPVSTSSSWIGNQRRVTVTEVLRETARPQSSALHPLLTFESQQQQVGGFEGPEQDEFDKVLASMELEEPGMELECGVSSEAIPILPAQQREGSVLAKKARVVDLSGSCQKGPVPAIHKAGIMSAQDESLDPVIQCRTPRPPLRPGAVGHLPVPTALTVPTQQLHWEVCPQRSPVQALQPLQAARGTIQSSPQNRFPCQP.... Result: 0 (no interaction). (5) The miRNA is hsa-miR-660-3p with sequence ACCUCCUGUGUGCAUGGAUUA. The protein sequence of the target gene is MSDNQSWNSSGSEEDPETESGPPVERCGVLSKWTNYIHGWQDRWVVLKNNALSYYKSEDETEYGCRGSICLSKAVITPHDFDECRFDISVNDSVWYLRAQDPDHRQQWIDAIEQHKTESGYGSESSLRRHGSMVSLVSGASGYSATSTSSFKKGHSLREKLAEMETFRDILCRQVDTLQKYFDACADAVSKDELQRDKVVEDDEDDFPTTRSDGDFLHSTNGNKEKLFPHVTPKGINGIDFKGEAITFKATTAGILATLSHCIELMVKREDSWQKRLDKETEKKRRTEEAYKNAMTELKK.... Result: 1 (interaction). (6) The miRNA is hsa-let-7f-5p with sequence UGAGGUAGUAGAUUGUAUAGUU. The protein sequence of the target gene is MASVALEDVAVNFTREEWALLGPCQKNLYKDVMQETIRNLDCVGMKWKDQNIEDQYRYPRKNLRCRMLERFVESKDGTQCGETSSQIQDSIVTKNTLPGVGPYESRMSGEVIMGHSSLNCYIRVGAGHKPYEYHECGEKPDTHKQRGKAFSYHNSLQTHERLHTGKKPYNCKECGKSFSSLGNLQRHMAVQRGDGPYKCKLCGKAFFWPSLLHMHERTHTGEKPYECKQCSKAFSFYSSYLRHERTHTGEKLYECKQCSKAFPDYSSCLRHERTHTGKKPYTCKQCGKAFSASTSLRRHE.... Result: 1 (interaction). (7) The miRNA is hsa-miR-4778-3p with sequence UCUUCUUCCUUUGCAGAGUUGA. The protein sequence of the target gene is MERSGPSEVTGSDASGPDPQLAVTMGFTGFGKKARTFDLEAMFEQTRRTAVERSRKTLEAREKEEEMNREKELRRQNEDIEPTSSRSNVVRDCSKSSSRDTSSSESEQSSDSSDDELIGPPLPPKMVGKPVNFMEEDILGPLPPPLNEEEEEAEEEEEEEEEEENPVHKIPDSHEITLKHGTKTVSALGLDPSGARLVTGGYDYDVKFWDFAGMDASFKAFRSLQPCECHQIKSLQYSNTGDMILVVSGSSQAKVIDRDGFEVMECIKGDQYIVDMANTKGHTAMLHTGSWHPKIKGEFM.... Result: 1 (interaction).